Dataset: Antibody developability classification from SAbDab with 2,409 antibodies. Task: Regression/Classification. Given an antibody's heavy chain and light chain sequences, predict its developability. TAP uses regression for 5 developability metrics; SAbDab uses binary classification. (1) The antibody is ['EVQLVESGPGVMKPSETLSLICAVSGDTISSPYYFWSWVRQPRGKGLEWIGGLYSNTMDVYYNPSLQSRVTISRDTSKNHFSLKVTSVTDTDTAVYYCARERVVAHNYYGLDLWGQGVAVTVSS', 'DIQMTQSPSSLSASVGDRVTITCRASQDIKNSLSWYQQKLGKAPRRLMHHSSTLETGVPSRFSGSGYGTEFTLSINSLQPEDIAAYYCQQYEDFPLTFGGGTQVEIK']. Result: 0 (not developable). (2) The antibody is ['QVQLQESGPGLVKPSETLSLTCTVSGGSISSYYWSWIRQPPGKGLEWIGYIYYSGSTDYNPSLKSRVTISVDTSKNQFSLKLSSVTAADTAVYYCARRRSDFETVDFIYHYMDVWGKGTTVTVSS', 'DIQMTQSPSSLSASVGDRVTITCRASQSISSYLNWYQQKPGKAPKLLIYAASSLQSGVPSRFSGSGSGTDFTLTISSLQPEDFATYYCQQSYSIPLTFGQGTRLEIK']. Result: 1 (developable). (3) The antibody is ['VQLQQSGPELKKPGETVKISCKLWYTFTDYGMNWVKQAPGKGLKWMGWIQTNTEEPTYGAEFKGRFAFSLETSAFTAYKQINNLKNEDMATYFCARVEAGFDYWAQGTTLTVSS', 'DIQMTQTTSSLSASLGDRVTISCRESQDISNSLNWYQQKPDGTVKLLIYYTSRLHSGVPSRFSGSGTGTDYSLTISNLEQEDFATYFCQQGNTLPYTFGGGTKLEIK']. Result: 0 (not developable). (4) The antibody is ['EVQLVESGGGLVQPGGSLRLSCAASGFNIHSSSIHWVRQAPGKGLEWVAATYSSFGSITYADSVKGRFTISADTSKNTAYLQMNSLRAEDTAVYYCARYHHPFGYALDYWGQGTLVTVSS', 'DIQMTQSPSSLSASVGDRVTITCRASQSVSSAVAWYQQKPGKAPKLLIYSASSLYSGVPSRFSGSRSGTDFTLTISSLQPEDFATYYCQQGVYLFTFGQGTKVEIK']. Result: 0 (not developable). (5) The antibody is ['EVQLQESGPGLVKPYQSLSLSCTVTGYSITSDYAWNWIRQFPGNKLEWMGYITYSGTTDYNPSLKSRISITRDTSKNQFFLQLNSVTTEDTATYYCARYYYGYWYFDVWGQGTTLTVSS', 'DIQMTQSPAIMSASPGEKVTMTCSASSSVSYMYWYQQKPGSSPRLLIYDSTNLASGVPVRFSGSGSGTSYSLTISRMEAEDAATYYCQQWSTYPLTFGAGTKLELK']. Result: 0 (not developable). (6) The antibody is ['2atk', 'PROT_7E7F8549']. Result: 0 (not developable). (7) The antibody is ['EVQLVESGGGLVQPGGSLRLSCAASGYTFTNYWINWVRQAPGKGLEWVGDIYPSDSFTNYNQNFKDRFTISRDKSKNTAYLQMNSLRAEDTAVYYCARSSIYYGKDYVLDYWGQGTLVTVSS', 'DIQMTQSPSSLSASVGDRVTITCRASESVDNYGISFMNWFQQKPGKAPKLLIYSASNHASGVPSRFSGSGSGTDFTLTISSLQPEDFATYYCHQSKEAPYAFGQGTKVEIK']. Result: 1 (developable). (8) The antibody is ['EVQLVESGGGLIRPGGSLRLSCKGSGFIFENFGFGWVRQGPGKGLEWVSGTNWNGGDSRYGDSVKGRFTISRDNSNNFVYLQMNSLRPEDTAIYYCARGTDYTIDDQGIRYQGSGTFWYFDVWGRGTLVTVSS', 'EIVLTQSPDTLSLSPGERATLSCRASQSVHSRYFAWYQHKPGQPPRLLIYGGSTRATGIPNRFSAGGSGTQFTLTVNRLEAEDFAVYYCQQYGRSPYTFGQGTKVEIR']. Result: 1 (developable). (9) The antibody is ['EVTLVESGGDSVKPGGSLKLSCAASGFTLSGETMSWVRQTPEKRLEWVATTLSGGGFTFYSASVKGRFTISRDNAQNNLYLQLNSLRSEDTALYFCASHRFVHWGHGTLVTVSA', 'EAVVTQESALTTSPGETVTLTCRSSTGAVTTSNYANWVQEKPDHLFTGLIGGTNNRAPGVPARFSGSLIGDKAALTITGAQTEDEARYFCALWYSNLWVFGGGTKLTVL']. Result: 0 (not developable). (10) The antibody is ['EVILVESGGGLVQPGGSLRLSCSTSGFTFTDYYMSWVRQPPGKALEWLGFIRNKPKGYTTEYSASVKGRFTISRDNSQSILYLQMNTLRAEDSATYYCVRDIYSFGSRDGMDYWGQGTSVTVSS', 'DIVMSQFPSSLAVSAGEKVTMSCKSSQSLLNSRTRKSYLAWYQQKPGQFPKLLIYWAATRESGVPDRFTGSGSGTDFTLTISSVQAEDLAVYYCKQSYNLRTFGGGTKLEIK']. Result: 0 (not developable).